Dataset: Peptide-MHC class I binding affinity with 185,985 pairs from IEDB/IMGT. Task: Regression. Given a peptide amino acid sequence and an MHC pseudo amino acid sequence, predict their binding affinity value. This is MHC class I binding data. (1) The binding affinity (normalized) is 0.0847. The peptide sequence is IEDDEIIWV. The MHC is HLA-B15:01 with pseudo-sequence HLA-B15:01. (2) The peptide sequence is YSQIGLVTL. The MHC is H-2-Kb with pseudo-sequence H-2-Kb. The binding affinity (normalized) is 0.390. (3) The peptide sequence is YPKCDLVEL. The MHC is HLA-A03:01 with pseudo-sequence HLA-A03:01. The binding affinity (normalized) is 0.0847. (4) The peptide sequence is TVRPGNKGY. The MHC is HLA-B18:01 with pseudo-sequence HLA-B18:01. The binding affinity (normalized) is 0.0847. (5) The peptide sequence is YVYFYDLSY. The MHC is HLA-A02:19 with pseudo-sequence HLA-A02:19. The binding affinity (normalized) is 0.0847. (6) The peptide sequence is KSLYNTVATLY. The MHC is HLA-A01:01 with pseudo-sequence HLA-A01:01. The binding affinity (normalized) is 0.0847. (7) The peptide sequence is YQVNNLEEI. The MHC is HLA-A02:02 with pseudo-sequence HLA-A02:02. The binding affinity (normalized) is 0.724.